Predict which catalyst facilitates the given reaction. From a dataset of Catalyst prediction with 721,799 reactions and 888 catalyst types from USPTO. (1) Reactant: Cl[C:2]1[N:3]=[CH:4][C:5]2[N:11]([CH3:12])[C:10](=[O:13])[C:9]([CH3:15])([CH3:14])[CH2:8][N:7]([CH:16]3[CH2:20][CH2:19][CH2:18][CH2:17]3)[C:6]=2[N:21]=1.[CH3:22][N:23]1[CH2:28][CH2:27][CH:26]([NH:29][S:30]([C:33]2[CH:38]=[CH:37][C:36]([N+:39]([O-])=O)=[CH:35][CH:34]=2)(=[O:32])=[O:31])[CH2:25][CH2:24]1.C(O)C.O. Product: [CH:16]1([N:7]2[CH2:8][C:9]([CH3:15])([CH3:14])[C:10](=[O:13])[N:11]([CH3:12])[C:5]3[CH:4]=[N:3][C:2]([NH:39][C:36]4[CH:35]=[CH:34][C:33]([S:30]([NH:29][CH:26]5[CH2:27][CH2:28][N:23]([CH3:22])[CH2:24][CH2:25]5)(=[O:32])=[O:31])=[CH:38][CH:37]=4)=[N:21][C:6]2=3)[CH2:20][CH2:19][CH2:18][CH2:17]1. The catalyst class is: 601. (2) Reactant: [CH:1]1[C:10]2[C:5](=[CH:6][CH:7]=[CH:8][CH:9]=2)[CH:4]=[CH:3][C:2]=1[C:11]([NH:13][CH:14]1[C:21](=[O:22])[N:20]2[CH:23]([C:26]([OH:28])=O)[CH2:24][CH2:25][CH:19]2[CH2:18][CH:17]=[CH:16][CH2:15]1)=[O:12].CCN=C=NCCCN(C)C.[NH2:40][CH:41]([CH2:56][C:57]([O:59][C:60]([CH3:63])([CH3:62])[CH3:61])=[O:58])[C:42](=[O:55])[CH2:43][O:44][C:45](=[O:54])[C:46]1[C:51]([CH3:52])=[CH:50][CH:49]=[CH:48][C:47]=1[CH3:53].C(N(CC)CC)C. Product: [C:60]([O:59][C:57]([CH2:56][CH:41]([NH:40][C:26]([CH:23]1[N:20]2[C:21](=[O:22])[CH:14]([NH:13][C:11]([C:2]3[CH:3]=[CH:4][C:5]4[C:10](=[CH:9][CH:8]=[CH:7][CH:6]=4)[CH:1]=3)=[O:12])[CH2:15][CH:16]=[CH:17][CH2:18][CH:19]2[CH2:25][CH2:24]1)=[O:28])[C:42](=[O:55])[CH2:43][O:44][C:45](=[O:54])[C:46]1[C:47]([CH3:53])=[CH:48][CH:49]=[CH:50][C:51]=1[CH3:52])=[O:58])([CH3:63])([CH3:61])[CH3:62]. The catalyst class is: 4.